This data is from Catalyst prediction with 721,799 reactions and 888 catalyst types from USPTO. The task is: Predict which catalyst facilitates the given reaction. Reactant: [C:1]([O:6][CH2:7][CH2:8][N:9]1[CH2:14][CH2:13][N:12]([S:15]([C:18]2[CH:19]=[CH:20][C:21]([O:39][CH2:40][CH2:41][CH3:42])=[C:22]([C:24]3[NH:25][C:26](=[O:38])[C:27]4[N:32]([CH2:33][CH3:34])[CH:31]=[C:30]([CH2:35][CH2:36][CH3:37])[C:28]=4[N:29]=3)[CH:23]=2)(=[O:17])=[O:16])[CH2:11][CH2:10]1)(=[O:5])[CH2:2][CH2:3][CH3:4].[OH:43][S:44]([OH:47])(=[O:46])=[O:45]. Product: [S:44]([OH:47])([OH:46])(=[O:45])=[O:43].[C:1]([O:6][CH2:7][CH2:8][N:9]1[CH2:14][CH2:13][N:12]([S:15]([C:18]2[CH:19]=[CH:20][C:21]([O:39][CH2:40][CH2:41][CH3:42])=[C:22]([C:24]3[NH:25][C:26](=[O:38])[C:27]4[N:32]([CH2:33][CH3:34])[CH:31]=[C:30]([CH2:35][CH2:36][CH3:37])[C:28]=4[N:29]=3)[CH:23]=2)(=[O:16])=[O:17])[CH2:11][CH2:10]1)(=[O:5])[CH2:2][CH2:3][CH3:4]. The catalyst class is: 301.